From a dataset of Reaction yield outcomes from USPTO patents with 853,638 reactions. Predict the reaction yield, written as a fraction of the theoretical maximum amount of product (1.0 means a 100% yield; for example, 0.34 means a 34% yield). (1) The reactants are [C:1]([C:4]1[N:5]([CH3:34])[CH:6]=[C:7]([C:9]2[CH:14]=[CH:13][C:12]([CH2:15][C@H:16]([NH:20][C:21](=[O:33])[C:22]3[CH:27]=[CH:26][C:25]([O:28][CH:29]([CH3:31])[CH3:30])=[C:24]([Cl:32])[CH:23]=3)[CH2:17][CH2:18][OH:19])=[CH:11][CH:10]=2)[N:8]=1)(=[O:3])[CH3:2].[P:35](Cl)([O:39][CH3:40])([O:37][CH3:38])=[O:36].CCOC(C)=O.CO. The catalyst is C(Cl)Cl.CN(C1C=CN=CC=1)C. The product is [P:35]([O:39][CH3:40])([O:37][CH3:38])([O:19][CH2:18][CH2:17][C@@H:16]([NH:20][C:21]([C:22]1[CH:27]=[CH:26][C:25]([O:28][CH:29]([CH3:30])[CH3:31])=[C:24]([Cl:32])[CH:23]=1)=[O:33])[CH2:15][C:12]1[CH:13]=[CH:14][C:9]([C:7]2[N:8]=[C:4]([C:1](=[O:3])[CH3:2])[N:5]([CH3:34])[CH:6]=2)=[CH:10][CH:11]=1)=[O:36]. The yield is 0.770. (2) The reactants are [F:1][C:2]1[CH:3]=[C:4]([NH2:21])[C:5]([NH:8][CH2:9][C:10]2[CH:20]=[CH:19][C:13]3[N:14]=[C:15]([S:17][CH3:18])[S:16][C:12]=3[CH:11]=2)=[CH:6][CH:7]=1.[CH:22](OCC)(OCC)OCC. The catalyst is C(O)=O. The product is [F:1][C:2]1[CH:7]=[CH:6][C:5]2[N:8]([CH2:9][C:10]3[CH:20]=[CH:19][C:13]4[N:14]=[C:15]([S:17][CH3:18])[S:16][C:12]=4[CH:11]=3)[CH:22]=[N:21][C:4]=2[CH:3]=1. The yield is 0.670.